Dataset: Peptide-MHC class II binding affinity with 134,281 pairs from IEDB. Task: Regression. Given a peptide amino acid sequence and an MHC pseudo amino acid sequence, predict their binding affinity value. This is MHC class II binding data. The peptide sequence is SQDLEYSWNLNGLQAY. The MHC is DRB1_0401 with pseudo-sequence DRB1_0401. The binding affinity (normalized) is 0.418.